Dataset: Catalyst prediction with 721,799 reactions and 888 catalyst types from USPTO. Task: Predict which catalyst facilitates the given reaction. (1) Reactant: [CH2:1]([O:3][C:4](=[O:17])[CH:5]=[C:6]1[CH2:11][CH2:10][CH:9]([C:12]([O:14][CH2:15][CH3:16])=[O:13])[CH2:8][CH2:7]1)[CH3:2].[N+:18]([CH3:21])([O-:20])=[O:19].O.O.O.[F-].C([N+](CCCC)(CCCC)CCCC)CCC. Product: [CH2:15]([O:14][C:12]([CH:9]1[CH2:10][CH2:11][C:6]([CH2:5][C:4]([O:3][CH2:1][CH3:2])=[O:17])([CH2:21][N+:18]([O-:20])=[O:19])[CH2:7][CH2:8]1)=[O:13])[CH3:16]. The catalyst class is: 1. (2) Reactant: [C:1]([O:5][C:6]([NH:8][C:9]1[CH:10]=[CH:11][C:12]([C:15](=[O:24])[CH2:16][C:17](=O)[C:18]([O:20][CH2:21][CH3:22])=[O:19])=[N:13][CH:14]=1)=[O:7])([CH3:4])([CH3:3])[CH3:2].[NH:25]([C:27]1[CH:28]=[N:29][CH:30]=[CH:31][CH:32]=1)[NH2:26]. Product: [C:1]([O:5][C:6]([NH:8][C:9]1[CH:10]=[CH:11][C:12]([C:15]2([OH:24])[N:25]([C:27]3[CH:28]=[N:29][CH:30]=[CH:31][CH:32]=3)[N:26]=[C:17]([C:18]([O:20][CH2:21][CH3:22])=[O:19])[CH2:16]2)=[N:13][CH:14]=1)=[O:7])([CH3:4])([CH3:3])[CH3:2]. The catalyst class is: 8. (3) Product: [Br:15][CH2:14][C:4]1[C:5]2[O:9][C:8]([CH3:10])([CH3:11])[C:7](=[O:12])[C:6]=2[CH:13]=[C:2]([F:1])[CH:3]=1. Reactant: [F:1][C:2]1[CH:3]=[C:4]([CH3:14])[C:5]2[O:9][C:8]([CH3:11])([CH3:10])[C:7](=[O:12])[C:6]=2[CH:13]=1.[Br:15]N1C(=O)CCC1=O.C(Cl)(=O)C1C=CC=CC=1.C(=O)(O)[O-].[Na+]. The catalyst class is: 53.